This data is from Peptide-MHC class I binding affinity with 185,985 pairs from IEDB/IMGT. The task is: Regression. Given a peptide amino acid sequence and an MHC pseudo amino acid sequence, predict their binding affinity value. This is MHC class I binding data. (1) The peptide sequence is FTLINWRSV. The MHC is HLA-B39:01 with pseudo-sequence HLA-B39:01. The binding affinity (normalized) is 0.0847. (2) The peptide sequence is TEVAFGLV. The MHC is H-2-Kb with pseudo-sequence H-2-Kb. The binding affinity (normalized) is 0.475. (3) The peptide sequence is RQFPTADEF. The MHC is Mamu-B3901 with pseudo-sequence Mamu-B3901. The binding affinity (normalized) is 0.498. (4) The peptide sequence is NYMPYVFTL. The MHC is Patr-A0701 with pseudo-sequence Patr-A0701. The binding affinity (normalized) is 0.533.